This data is from Forward reaction prediction with 1.9M reactions from USPTO patents (1976-2016). The task is: Predict the product of the given reaction. (1) Given the reactants C([O:3][C:4]([C:6]1[CH:23]=[CH:22][C:9]2[N:10]([CH3:21])[C:11]([C:13]3[C:18]([Cl:19])=[CH:17][CH:16]=[CH:15][C:14]=3[Cl:20])=[N:12][C:8]=2[CH:7]=1)=[O:5])C.[OH-].[Na+], predict the reaction product. The product is: [Cl:20][C:14]1[CH:15]=[CH:16][CH:17]=[C:18]([Cl:19])[C:13]=1[C:11]1[N:10]([CH3:21])[C:9]2[CH:22]=[CH:23][C:6]([C:4]([OH:5])=[O:3])=[CH:7][C:8]=2[N:12]=1. (2) Given the reactants [CH3:1][C:2]1([CH3:21])[CH2:6][C:5]2([CH2:11][CH2:10][C:9](B3OC(C)(C)C(C)(C)O3)=[CH:8][CH2:7]2)[O:4][CH2:3]1.O1CCOCC1.I[C:29]1[N:33]([CH3:34])[N:32]=[CH:31][C:30]=1[CH:35]=[O:36].C(=O)([O-])[O-].[K+].[K+], predict the reaction product. The product is: [CH3:21][C:2]1([CH3:1])[CH2:6][C:5]2([CH2:11][CH2:10][C:9]([C:29]3[N:33]([CH3:34])[N:32]=[CH:31][C:30]=3[CH:35]=[O:36])=[CH:8][CH2:7]2)[O:4][CH2:3]1.